This data is from Reaction yield outcomes from USPTO patents with 853,638 reactions. The task is: Predict the reaction yield, written as a fraction of the theoretical maximum amount of product (1.0 means a 100% yield; for example, 0.34 means a 34% yield). (1) The reactants are [CH3:1][CH2:2][C@@:3]1([OH:27])[C:8](=[O:9])[O:7][CH2:6][C:5]2[C:10]([N:12]3[C:24](=[CH:25][C:4]1=2)[C:23]1[N:22]=[C:21]2[C:16]([CH:17]=[C:18](O)[CH:19]=[CH:20]2)=[CH:15][C:14]=1[CH2:13]3)=[O:11]. The catalyst is S(=O)(=O)(O)O.C(OC(=O)CCCCC)(=O)CCCCC. The product is [CH3:1][CH2:2][C@@:3]1([OH:27])[C:8](=[O:9])[O:7][CH2:6][C:5]2[C:10]([N:12]3[C:24](=[CH:25][C:4]1=2)[C:23]1[N:22]=[C:21]2[C:16]([CH:17]=[CH:18][CH:19]=[CH:20]2)=[CH:15][C:14]=1[CH2:13]3)=[O:11]. The yield is 0.860. (2) The reactants are [CH3:1][C:2]1([CH3:11])[C:10]2[C:5](=[CH:6][CH:7]=[CH:8][CH:9]=2)[NH:4][CH2:3]1.[S:12](=O)(=[O:15])([OH:14])[OH:13]. No catalyst specified. The product is [CH3:1][C:2]1([CH3:11])[C:10]2[C:5](=[CH:6][C:7]([S:12]([OH:15])(=[O:14])=[O:13])=[CH:8][CH:9]=2)[NH:4][CH2:3]1. The yield is 0.280. (3) The reactants are [Si]([O:8][CH2:9][C:10]1[C:11]([NH:41][C:42](=[O:48])[O:43][C:44]([CH3:47])([CH3:46])[CH3:45])=[N:12][CH:13]=[CH:14][C:15]=1[O:16][C:17]1[CH:22]=[CH:21][C:20]([NH:23][C:24]([C:26]2[C:27](=[O:39])[N:28]([C:32]3[CH:37]=[CH:36][C:35]([F:38])=[CH:34][CH:33]=3)[CH:29]=[CH:30][CH:31]=2)=[O:25])=[CH:19][C:18]=1[F:40])(C(C)(C)C)(C)C.[F-].C([N+](CCCC)(CCCC)CCCC)CCC. The catalyst is C1COCC1.C(OCC)(=O)C. The product is [F:40][C:18]1[CH:19]=[C:20]([NH:23][C:24]([C:26]2[C:27](=[O:39])[N:28]([C:32]3[CH:37]=[CH:36][C:35]([F:38])=[CH:34][CH:33]=3)[CH:29]=[CH:30][CH:31]=2)=[O:25])[CH:21]=[CH:22][C:17]=1[O:16][C:15]1[CH:14]=[CH:13][N:12]=[C:11]([NH:41][C:42](=[O:48])[O:43][C:44]([CH3:45])([CH3:46])[CH3:47])[C:10]=1[CH2:9][OH:8]. The yield is 0.660. (4) The reactants are [OH:1][C:2]1[CH:3]=[C:4]([CH:9]=[CH:10][C:11]=1I)[C:5]([O:7][CH3:8])=[O:6].[CH3:13][Si:14]([C:17]#[CH:18])([CH3:16])[CH3:15]. The catalyst is C1COCC1.C(Cl)(Cl)Cl.Cl[Pd](Cl)([P](C1C=CC=CC=1)(C1C=CC=CC=1)C1C=CC=CC=1)[P](C1C=CC=CC=1)(C1C=CC=CC=1)C1C=CC=CC=1. The product is [OH:1][C:2]1[CH:3]=[C:4]([CH:9]=[CH:10][C:11]=1[C:18]#[C:17][Si:14]([CH3:16])([CH3:15])[CH3:13])[C:5]([O:7][CH3:8])=[O:6]. The yield is 0.910. (5) The reactants are Cl.Cl.[CH2:3]([C:7]1[N:8]=[N:9][C:10]([O:26][CH2:27][CH2:28][C@H:29]2[CH2:34][CH2:33][CH2:32][CH2:31][NH:30]2)=[CH:11][C:12]=1[C:13]1[CH:18]=[CH:17][C:16]([O:19][CH:20]2[CH2:25][CH2:24][CH2:23][CH2:22][CH2:21]2)=[CH:15][CH:14]=1)[CH2:4][CH2:5][CH3:6].C=O.[C:37](O[BH-](OC(=O)C)OC(=O)C)(=O)C. The catalyst is C(Cl)Cl. The product is [CH2:3]([C:7]1[N:8]=[N:9][C:10]([O:26][CH2:27][CH2:28][C@H:29]2[CH2:34][CH2:33][CH2:32][CH2:31][N:30]2[CH3:37])=[CH:11][C:12]=1[C:13]1[CH:14]=[CH:15][C:16]([O:19][CH:20]2[CH2:25][CH2:24][CH2:23][CH2:22][CH2:21]2)=[CH:17][CH:18]=1)[CH2:4][CH2:5][CH3:6]. The yield is 0.730. (6) The product is [CH3:6][CH2:7][CH2:2][CH2:3][CH2:10][CH2:11][CH2:12][CH2:13][CH3:14]. The catalyst is CC(O)C.CC([O-])=O.CC([O-])=O.[Pd+2]. The yield is 0.680. The reactants are F[C:2]1[C:7](F)=[C:6](I)C=C[C:3]=1[C:10]1C=[CH:14][C:13](C2C=CC(CCC)=CC=2)=[CH:12][C:11]=1F.OCC(C)(CO)C.CC(C)=O. (7) The reactants are [F:1][C:2]1[CH:7]=[CH:6][C:5]([F:8])=[CH:4][C:3]=1[S:9]([N:12]([C:16]1[CH:21]=[CH:20][CH:19]=[C:18]([C:22]2[C:26](B3OC(C)(C)C(C)(C)O3)=[CH:25][N:24]([CH:36]3[CH2:41][CH2:40][CH2:39][CH2:38][O:37]3)[N:23]=2)[C:17]=1[F:42])[CH2:13][O:14][CH3:15])(=[O:11])=[O:10].Cl[C:44]1[CH:49]=[CH:48][N:47]=[C:46]([NH2:50])[N:45]=1.C(=O)([O-])[O-].[Cs+].[Cs+].C(Cl)Cl. The catalyst is COCCOC.O.C1C=CC(P(C2C=CC=CC=2)[C-]2C=CC=C2)=CC=1.C1C=CC(P(C2C=CC=CC=2)[C-]2C=CC=C2)=CC=1.Cl[Pd]Cl.[Fe+2]. The product is [NH2:50][C:46]1[N:47]=[C:48]([C:26]2[C:22]([C:18]3[C:17]([F:42])=[C:16]([N:12]([CH2:13][O:14][CH3:15])[S:9]([C:3]4[CH:4]=[C:5]([F:8])[CH:6]=[CH:7][C:2]=4[F:1])(=[O:10])=[O:11])[CH:21]=[CH:20][CH:19]=3)=[N:23][N:24]([CH:36]3[CH2:41][CH2:40][CH2:39][CH2:38][O:37]3)[CH:25]=2)[CH:49]=[CH:44][N:45]=1. The yield is 0.370. (8) The product is [C:35]([O:34][C:33]([NH:32][CH2:31][C:9]1[C:10]([CH2:26][C:27]([CH3:29])([CH3:30])[CH3:28])=[N:11][C:12]2[C:17]([C:8]=1[C:5]1[CH:4]=[CH:3][C:2]([CH3:1])=[CH:7][CH:6]=1)=[CH:16][C:15]([C:47]1[S:48][CH:49]=[C:50]([C:52]([O:53][CH2:41][CH3:42])=[O:55])[N:51]=1)=[CH:14][CH:13]=2)=[O:39])([CH3:36])([CH3:37])[CH3:38]. The yield is 0.750. The reactants are [CH3:1][C:2]1[CH:7]=[CH:6][C:5]([C:8]2[C:17]3[C:12](=[CH:13][CH:14]=[C:15](OS(C(F)(F)F)(=O)=O)[CH:16]=3)[N:11]=[C:10]([CH2:26][C:27]([CH3:30])([CH3:29])[CH3:28])[C:9]=2[CH2:31][NH:32][C:33](=[O:39])[O:34][C:35]([CH3:38])([CH3:37])[CH3:36])=[CH:4][CH:3]=1.[B].[C:41]([O-])(=O)[CH3:42].[K+].Cl[C:47]1[S:48][CH:49]=[CH:50][N:51]=1.[C:52](=[O:55])([O-])[O-:53].[K+].[K+]. The catalyst is C1C=CC(P(C2C=CC=CC=2)[C-]2C=CC=C2)=CC=1.C1C=CC(P(C2C=CC=CC=2)[C-]2C=CC=C2)=CC=1.Cl[Pd]Cl.[Fe+2].ClCCl.C1C=CC([P]([Pd]([P](C2C=CC=CC=2)(C2C=CC=CC=2)C2C=CC=CC=2)([P](C2C=CC=CC=2)(C2C=CC=CC=2)C2C=CC=CC=2)[P](C2C=CC=CC=2)(C2C=CC=CC=2)C2C=CC=CC=2)(C2C=CC=CC=2)C2C=CC=CC=2)=CC=1.O.C1(C)C=CC=CC=1.C(O)C.CS(C)=O. (9) The reactants are Cl[C:2]1[N:7]=[CH:6][N:5]=[C:4]([NH:8][C:9]2[CH:10]=[C:11]([NH:15]C(=O)OC(C)(C)C)[CH:12]=[CH:13][CH:14]=2)[CH:3]=1.[Cl:23][C:24]1[CH:25]=[C:26]([OH:31])[CH:27]=[CH:28][C:29]=1[F:30].C(=O)([O-])[O-].[K+].[K+]. The catalyst is CN(C=O)C.O. The product is [Cl:23][C:24]1[CH:25]=[C:26]([CH:27]=[CH:28][C:29]=1[F:30])[O:31][C:2]1[N:7]=[CH:6][N:5]=[C:4]([NH:8][C:9]2[CH:14]=[CH:13][CH:12]=[C:11]([NH2:15])[CH:10]=2)[CH:3]=1. The yield is 0.450.